Dataset: Full USPTO retrosynthesis dataset with 1.9M reactions from patents (1976-2016). Task: Predict the reactants needed to synthesize the given product. (1) The reactants are: [CH3:1][N:2]1[CH:6]=[CH:5][CH:4]=[C:3]1[C:7]#[N:8].B(OC(C)C)(OC(C)C)OC(C)C.C([N-]C(C)C)(C)C.[Li+].C(=O)([O-])[O-].[K+].[K+].Br[C:37]1[CH:38]=[C:39]2[C:43](=[CH:44][CH:45]=1)[NH:42][C:41](=[O:46])[C:40]12[CH2:49][CH2:48][CH2:47]1. Given the product [CH3:1][N:2]1[C:6]([C:37]2[CH:38]=[C:39]3[C:43](=[CH:44][CH:45]=2)[NH:42][C:41](=[O:46])[C:40]23[CH2:49][CH2:48][CH2:47]2)=[CH:5][CH:4]=[C:3]1[C:7]#[N:8], predict the reactants needed to synthesize it. (2) Given the product [CH2:12]([N:19]1[CH2:23][CH2:22][CH:21]([NH:24][C:2]2[CH:11]=[CH:10][C:5]([C:6]([O:8][CH3:9])=[O:7])=[CH:4][N:3]=2)[CH2:20]1)[C:13]1[CH:14]=[CH:15][CH:16]=[CH:17][CH:18]=1, predict the reactants needed to synthesize it. The reactants are: Cl[C:2]1[CH:11]=[CH:10][C:5]([C:6]([O:8][CH3:9])=[O:7])=[CH:4][N:3]=1.[CH2:12]([N:19]1[CH2:23][CH2:22][CH:21]([NH2:24])[CH2:20]1)[C:13]1[CH:18]=[CH:17][CH:16]=[CH:15][CH:14]=1.C([O-])([O-])=O.[K+].[K+].CCOC(C)=O. (3) Given the product [C:19]([O:23][C:24](=[O:27])[CH2:25][O:12][C:3]1[C:2]([Cl:1])=[CH:7][C:6]([N+:8]([O-:10])=[O:9])=[CH:5][C:4]=1[Cl:11])([CH3:22])([CH3:21])[CH3:20], predict the reactants needed to synthesize it. The reactants are: [Cl:1][C:2]1[CH:7]=[C:6]([N+:8]([O-:10])=[O:9])[CH:5]=[C:4]([Cl:11])[C:3]=1[OH:12].C(=O)([O-])[O-].[K+].[K+].[C:19]([O:23][C:24](=[O:27])[CH2:25]Br)([CH3:22])([CH3:21])[CH3:20].O. (4) Given the product [C:13]([C:12]1[CH:15]=[C:16]([F:17])[C:9]([NH:8][C@H:5]2[CH2:4][CH2:3][C@H:2]([NH:1][C:30](=[O:31])[O:32][CH2:33][C:34]3[CH:39]=[CH:38][CH:37]=[CH:36][CH:35]=3)[CH2:7][CH2:6]2)=[N:10][C:11]=1[O:18][CH3:19])#[N:14], predict the reactants needed to synthesize it. The reactants are: [NH2:1][C@H:2]1[CH2:7][CH2:6][C@H:5]([NH:8][C:9]2[C:16]([F:17])=[CH:15][C:12]([C:13]#[N:14])=[C:11]([O:18][CH3:19])[N:10]=2)[CH2:4][CH2:3]1.C(N(C(C)C)CC)(C)C.Cl[C:30]([O:32][CH2:33][C:34]1[CH:39]=[CH:38][CH:37]=[CH:36][CH:35]=1)=[O:31].O. (5) Given the product [C:32]([NH:31][C:29](=[O:30])[C:28]1[CH:36]=[CH:37][C:25]([CH2:24][N:11]2[C:10](=[O:13])[N:9]([CH:14]3[CH2:16][CH2:15]3)[C:8]([C:5]3[CH:4]=[CH:3][C:2]([Cl:1])=[CH:7][CH:6]=3)=[N:12]2)=[CH:26][C:27]=1[O:38][CH3:39])([CH3:35])([CH3:34])[CH3:33], predict the reactants needed to synthesize it. The reactants are: [Cl:1][C:2]1[CH:7]=[CH:6][C:5]([C:8]2[N:9]([CH:14]3[CH2:16][CH2:15]3)[C:10](=[O:13])[NH:11][N:12]=2)=[CH:4][CH:3]=1.C(=O)([O-])[O-].[Cs+].[Cs+].Br[CH2:24][C:25]1[CH:37]=[CH:36][C:28]([C:29]([NH:31][C:32]([CH3:35])([CH3:34])[CH3:33])=[O:30])=[C:27]([O:38][CH3:39])[CH:26]=1.